Dataset: Full USPTO retrosynthesis dataset with 1.9M reactions from patents (1976-2016). Task: Predict the reactants needed to synthesize the given product. (1) Given the product [N:14]1[C:11]2[CH2:12][CH2:13][NH:8][CH2:9][C:10]=2[S:16][C:15]=1[NH:17][C:18]([C:20]1[C:28]2[NH:27][C:26]([NH:29][C:30]([C:32]3[N:33]=[CH:34][C:35]4[C:40]([CH:41]=3)=[CH:39][CH:38]=[CH:37][CH:36]=4)=[O:31])=[N:25][C:24]=2[CH:23]=[CH:22][CH:21]=1)=[O:19], predict the reactants needed to synthesize it. The reactants are: C(OC([N:8]1[CH2:13][CH2:12][C:11]2[N:14]=[C:15]([NH:17][C:18]([C:20]3[C:28]4[NH:27][C:26]([NH:29][C:30]([C:32]5[N:33]=[CH:34][C:35]6[C:40]([CH:41]=5)=[CH:39][CH:38]=[CH:37][CH:36]=6)=[O:31])=[N:25][C:24]=4[CH:23]=[CH:22][CH:21]=3)=[O:19])[S:16][C:10]=2[CH2:9]1)=O)(C)(C)C.Cl. (2) Given the product [Cl:5][C:6]1[CH:15]=[C:14]([S:16][CH2:1][C@H:2]([OH:4])[CH3:3])[CH:13]=[CH:12][C:7]=1[C:8]([O:10][CH3:11])=[O:9], predict the reactants needed to synthesize it. The reactants are: [CH2:1]1[O:4][C@@H:2]1[CH3:3].[Cl:5][C:6]1[CH:15]=[C:14]([SH:16])[CH:13]=[CH:12][C:7]=1[C:8]([O:10][CH3:11])=[O:9]. (3) Given the product [Cl:1][C:2]1[C:3]([F:46])=[C:4]([C@@H:8]2[C@@:27]3([C:31]4[CH:32]=[N:33][C:34]([O:36][CH3:37])=[CH:35][C:30]=4[NH:29][C:28]3=[O:40])[C@H:26]([CH2:41][C:42]([CH3:43])([CH3:44])[CH3:45])[N:10]3[CH2:11][N:12]([C:15]4[CH:16]=[CH:20][C:21]([C:51]([OH:52])=[O:47])=[CH:22][C:23]=4[O:24][CH3:25])[C:13](=[O:14])[C@@H:9]23)[CH:5]=[CH:6][CH:7]=1, predict the reactants needed to synthesize it. The reactants are: [Cl:1][C:2]1[C:3]([F:46])=[C:4]([C@@H:8]2[C@@:27]3([C:31]4[CH:32]=[N:33][C:34]([O:36][CH3:37])=[CH:35][C:30]=4[N:29](CO)[C:28]3=[O:40])[C@H:26]([CH2:41][C:42]([CH3:45])([CH3:44])[CH3:43])[N:10]3[CH2:11][N:12]([C:15]4[C:23]([O:24][CH3:25])=[CH:22][CH:21]=[CH:20][C:16]=4C([O-])=O)[C:13](=[O:14])[C@@H:9]23)[CH:5]=[CH:6][CH:7]=1.[OH-:47].[Na+].Cl.C[CH2:51][OH:52]. (4) Given the product [N+:8]([C:6]1[CH:7]=[C:2]([OH:12])[C:3]([OH:11])=[CH:4][CH:5]=1)([O-:10])=[O:9], predict the reactants needed to synthesize it. The reactants are: Cl[C:2]1[CH:7]=[C:6]([N+:8]([O-:10])=[O:9])[CH:5]=[CH:4][C:3]=1[OH:11].[OH-:12].[Na+]. (5) The reactants are: [CH:1](=O)[C:2]1[CH:7]=[CH:6][CH:5]=[CH:4][CH:3]=1.CCCCCC.CC1CCCN(C)C1(C)C.[Cl:25][C:26]1[CH:31]=[N:30][CH:29]=[CH:28][N:27]=1.Cl.C(=O)(O)[O-:34].[Na+]. Given the product [Cl:25][C:26]1[C:31]([CH2:1][C:2]2([OH:34])[CH:7]=[CH:6][CH:5]=[CH:4][CH2:3]2)=[N:30][CH:29]=[CH:28][N:27]=1, predict the reactants needed to synthesize it. (6) Given the product [CH3:15][O:14][N:13]=[C:11]1[CH2:10][C@@H:9]([C:16]([N:39]2[CH2:40][CH2:41][N:36]([CH2:42][CH2:43][OH:44])[CH2:37][CH2:38]2)=[O:18])[N:8]([C:6]([C:30]2[CH:29]=[CH:28][C:27]([C:22]3[CH:23]=[CH:24][C:25]([Cl:26])=[C:20]([Cl:19])[CH:21]=3)=[CH:32][CH:31]=2)=[O:7])[CH2:12]1, predict the reactants needed to synthesize it. The reactants are: C(O[C:6]([N:8]1[CH2:12][C:11](=[N:13][O:14][CH3:15])[CH2:10][C@H:9]1[C:16]([OH:18])=O)=[O:7])(C)(C)C.[Cl:19][C:20]1[CH:21]=[C:22]([C:27]2[CH:32]=[CH:31][C:30](C(O)=O)=[CH:29][CH:28]=2)[CH:23]=[CH:24][C:25]=1[Cl:26].[N:36]1([CH2:42][CH2:43][OH:44])[CH2:41][CH2:40][NH:39][CH2:38][CH2:37]1. (7) Given the product [CH2:38]([C:45]1[CH:46]=[CH:47][C:48]([CH2:49][NH:50][C:31](=[O:33])[C:30]2[CH:34]=[CH:35][CH:36]=[N:37][C:29]=2[NH2:28])=[CH:51][CH:52]=1)[CH2:39][CH2:40][CH2:41][CH2:42][CH2:43][CH3:44], predict the reactants needed to synthesize it. The reactants are: CN([P+](ON1N=NC2C=CC=CC1=2)(N(C)C)N(C)C)C.F[P-](F)(F)(F)(F)F.[NH2:28][C:29]1[N:37]=[CH:36][CH:35]=[CH:34][C:30]=1[C:31]([OH:33])=O.[CH2:38]([C:45]1[CH:52]=[CH:51][C:48]([CH2:49][NH2:50])=[CH:47][CH:46]=1)[CH2:39][CH2:40][CH2:41][CH2:42][CH2:43][CH3:44].C(=O)(O)[O-].[Na+].